This data is from Catalyst prediction with 721,799 reactions and 888 catalyst types from USPTO. The task is: Predict which catalyst facilitates the given reaction. (1) Reactant: [CH2:1]1[C:14]2[C:13](=O)[C:12]3[CH2:11][CH2:10][CH2:9][CH2:8][C:7]=3[NH:6][C:5]=2[CH2:4][CH2:3][CH2:2]1.P(Cl)(Cl)([Cl:18])=O.[NH4+].[OH-]. Product: [Cl:18][C:13]1[C:14]2[CH2:1][CH2:2][CH2:3][CH2:4][C:5]=2[N:6]=[C:7]2[C:12]=1[CH2:11][CH2:10][CH2:9][CH2:8]2. The catalyst class is: 22. (2) Reactant: [F:1][C:2]1[CH:3]=[C:4]2[C:8](=[CH:9][CH:10]=1)[NH:7][C:6]1[C:11](=[O:22])[NH:12][CH2:13][CH:14]=[C:15]([CH2:16][C:17]([N:19]=[N+]=[N-])=[O:18])[C:5]2=1.[CH3:23][N:24]([CH3:28])[CH2:25][CH2:26]N. Product: [CH3:23][N:24]([CH3:28])[CH2:25][CH2:26][NH:19][C:17](=[O:18])[CH:16]=[C:15]1[C:5]2[C:4]3[C:8](=[CH:9][CH:10]=[C:2]([F:1])[CH:3]=3)[NH:7][C:6]=2[C:11](=[O:22])[NH:12][CH2:13][CH2:14]1. The catalyst class is: 11. (3) Reactant: OO.C(=O)([O-])[O-:4].[K+].[K+].[C:9]([C:11]1[CH:12]=[C:13]2[C:18](=[CH:19][CH:20]=1)[CH:17]=[C:16]([S:21]([CH2:24][CH2:25][C:26]([O:28][C:29]([CH3:32])([CH3:31])[CH3:30])=[O:27])(=[O:23])=[O:22])[CH:15]=[CH:14]2)#[N:10]. Product: [C:9]([C:11]1[CH:12]=[C:13]2[C:18](=[CH:19][CH:20]=1)[CH:17]=[C:16]([S:21]([CH2:24][CH2:25][C:26]([O:28][C:29]([CH3:32])([CH3:31])[CH3:30])=[O:27])(=[O:23])=[O:22])[CH:15]=[CH:14]2)(=[O:4])[NH2:10]. The catalyst class is: 829. (4) Reactant: [O:1]=[C:2]1[C:10](=[O:11])[C:9]2[C:4](=[CH:5][CH:6]=[C:7]([S:12](Cl)(=[O:14])=[O:13])[CH:8]=2)[NH:3]1.C1COCC1.[O:21]([CH2:28][C@@H:29]1[CH2:33][CH2:32][CH2:31][NH:30]1)[C:22]1[CH:27]=[CH:26][CH:25]=[CH:24][CH:23]=1.C(N(CC)C(C)C)(C)C. Product: [O:21]([CH2:28][C@@H:29]1[CH2:33][CH2:32][CH2:31][N:30]1[S:12]([C:7]1[CH:8]=[C:9]2[C:4](=[CH:5][CH:6]=1)[NH:3][C:2](=[O:1])[C:10]2=[O:11])(=[O:14])=[O:13])[C:22]1[CH:27]=[CH:26][CH:25]=[CH:24][CH:23]=1. The catalyst class is: 22. (5) Reactant: [Br:1][C:2]1[CH:3]=[C:4]([C:11]([O:13][CH3:14])=[O:12])[C:5]2[CH:6]=[CH:7][NH:8][C:9]=2[CH:10]=1.[H-].[Na+].Br[CH:18]([CH3:20])[CH3:19].CCCCCC. Product: [Br:1][C:2]1[CH:3]=[C:4]([C:11]([O:13][CH3:14])=[O:12])[C:5]2[CH:6]=[CH:7][N:8]([CH:18]([CH3:20])[CH3:19])[C:9]=2[CH:10]=1. The catalyst class is: 42. (6) Reactant: [F:1][C:2]1[C:8]([F:9])=[CH:7][C:6]([F:10])=[C:5]([N+:11]([O-])=O)[C:3]=1[NH2:4]. Product: [NH2:11][C:5]1[C:6]([F:10])=[CH:7][C:8]([F:9])=[C:2]([F:1])[C:3]=1[NH2:4]. The catalyst class is: 63. (7) Reactant: Cl[C:2]1[C:7]([CH2:8][CH2:9][NH:10][CH3:11])=[CH:6][N:5]=[C:4]2[N:12]([S:15]([C:18]3[CH:24]=[CH:23][C:21]([CH3:22])=[CH:20][CH:19]=3)(=[O:17])=[O:16])[CH:13]=[CH:14][C:3]=12.CCN(C(C)C)C(C)C. Product: [CH3:11][N:10]1[C:2]2=[C:3]3[CH:14]=[CH:13][N:12]([S:15]([C:18]4[CH:24]=[CH:23][C:21]([CH3:22])=[CH:20][CH:19]=4)(=[O:17])=[O:16])[C:4]3=[N:5][CH:6]=[C:7]2[CH2:8][CH2:9]1. The catalyst class is: 259. (8) Reactant: [CH3:1][N:2]([CH2:4][CH:5]([C:14]1([OH:20])[CH2:19][CH2:18][CH2:17][CH2:16][CH2:15]1)[C:6]1[CH:7]=[CH:8][C:9]([O:12]C)=[CH:10][CH:11]=1)[CH3:3].[Na].C1(S)C=CC=CC=1.OP(O)(O)=O. Product: [CH3:1][N:2]([CH2:4][CH:5]([C:14]1([OH:20])[CH2:19][CH2:18][CH2:17][CH2:16][CH2:15]1)[C:6]1[CH:7]=[CH:8][C:9]([OH:12])=[CH:10][CH:11]=1)[CH3:3]. The catalyst class is: 6. (9) Reactant: [C:1]([O:5][C:6](=[O:34])[NH:7][C@H:8]([C:28]1[CH:33]=[CH:32][CH:31]=[CH:30][CH:29]=1)[CH2:9][N:10]1[C:15](=[O:16])[C:14]([NH2:17])=[CH:13][N:12]([CH2:18][C:19]2[C:24]([F:25])=[CH:23][CH:22]=[CH:21][C:20]=2[F:26])[C:11]1=[O:27])([CH3:4])([CH3:3])[CH3:2].C(N(CC)CC)C.[Cl:42][CH2:43][C:44](Cl)=[O:45]. Product: [C:1]([O:5][C:6](=[O:34])[NH:7][C@H:8]([C:28]1[CH:33]=[CH:32][CH:31]=[CH:30][CH:29]=1)[CH2:9][N:10]1[C:15](=[O:16])[C:14]([NH:17][C:44](=[O:45])[CH2:43][Cl:42])=[CH:13][N:12]([CH2:18][C:19]2[C:20]([F:26])=[CH:21][CH:22]=[CH:23][C:24]=2[F:25])[C:11]1=[O:27])([CH3:4])([CH3:2])[CH3:3]. The catalyst class is: 4. (10) The catalyst class is: 43. Product: [C:1]([O:5][C:6]([N:8]1[CH2:13][CH2:12][CH2:11][C@@H:10]([O:14][C:15]2[CH:20]=[C:19]([F:21])[CH:18]=[CH:17][C:16]=2[NH2:22])[CH2:9]1)=[O:7])([CH3:4])([CH3:2])[CH3:3]. Reactant: [C:1]([O:5][C:6]([N:8]1[CH2:13][CH2:12][CH2:11][C@@H:10]([O:14][C:15]2[CH:20]=[C:19]([F:21])[CH:18]=[CH:17][C:16]=2[N+:22]([O-])=O)[CH2:9]1)=[O:7])([CH3:4])([CH3:3])[CH3:2].C([O-])=O.[NH4+].